From a dataset of TCR-epitope binding with 47,182 pairs between 192 epitopes and 23,139 TCRs. Binary Classification. Given a T-cell receptor sequence (or CDR3 region) and an epitope sequence, predict whether binding occurs between them. (1) The epitope is TLVPQEHYV. The TCR CDR3 sequence is CATSDPARTGGNNEQFF. Result: 1 (the TCR binds to the epitope). (2) The epitope is GPGHKARVL. The TCR CDR3 sequence is CASSLFHSNEQFF. Result: 0 (the TCR does not bind to the epitope). (3) The epitope is HLVDFQVTI. The TCR CDR3 sequence is CASSLGDTSYEQYF. Result: 1 (the TCR binds to the epitope). (4) The epitope is ITEEVGHTDLMAAY. The TCR CDR3 sequence is CASSLLAGDFSYNEQFF. Result: 1 (the TCR binds to the epitope). (5) The epitope is SQASSRSSSR. The TCR CDR3 sequence is CASGPAEIVSGANVLTF. Result: 0 (the TCR does not bind to the epitope).